From a dataset of Catalyst prediction with 721,799 reactions and 888 catalyst types from USPTO. Predict which catalyst facilitates the given reaction. (1) Reactant: [C:1]([NH:5][C:6]1[CH:11]=[C:10]([O:12][CH2:13][CH2:14][C:15]2[CH:19]=[CH:18][S:17][CH:16]=2)[C:9](I)=[CH:8][N:7]=1)([CH3:4])([CH3:3])[CH3:2].C1(P(C2C=CC=CC=2)C2C=CC=CC=2)C=CC=CC=1. Product: [C:1]([NH:5][C:6]1[N:7]=[CH:8][C:9]2[C:16]3[S:17][CH:18]=[CH:19][C:15]=3[CH2:14][CH2:13][O:12][C:10]=2[CH:11]=1)([CH3:4])([CH3:3])[CH3:2]. The catalyst class is: 167. (2) Reactant: O=[CH:2][CH2:3][C:4]1[C:12]2[C:7](=[CH:8][CH:9]=[C:10]([C:13]#[N:14])[CH:11]=2)[NH:6][CH:5]=1.[CH3:15][O:16][C:17]1[CH:22]=[CH:21][N:20]([C:23]2[CH:28]=[CH:27][C:26]([N:29]3[CH2:34][CH2:33][NH:32][CH2:31][CH2:30]3)=[CH:25][CH:24]=2)[C:19](=[O:35])[CH:18]=1.C([BH3-])#N.[Na+].C(O)(=O)C. The catalyst class is: 111. Product: [CH3:15][O:16][C:17]1[CH:22]=[CH:21][N:20]([C:23]2[CH:24]=[CH:25][C:26]([N:29]3[CH2:30][CH2:31][N:32]([CH2:2][CH2:3][C:4]4[C:12]5[C:7](=[CH:8][CH:9]=[C:10]([C:13]#[N:14])[CH:11]=5)[NH:6][CH:5]=4)[CH2:33][CH2:34]3)=[CH:27][CH:28]=2)[C:19](=[O:35])[CH:18]=1. (3) Reactant: [C:9](O[C:9]([O:11][C:12]([CH3:15])([CH3:14])[CH3:13])=[O:10])([O:11][C:12]([CH3:15])([CH3:14])[CH3:13])=[O:10].Cl.[N+:17]([C:20]1[CH:29]=[C:28]2[C:23]([CH2:24][CH2:25][NH:26][CH2:27]2)=[CH:22][CH:21]=1)([O-:19])=[O:18].CCN(CC)CC.C([O-])(O)=O.[Na+]. Product: [C:9]([N:26]1[CH2:25][CH2:24][C:23]2[C:28](=[CH:29][C:20]([N+:17]([O-:19])=[O:18])=[CH:21][CH:22]=2)[CH2:27]1)([O:11][C:12]([CH3:13])([CH3:14])[CH3:15])=[O:10]. The catalyst class is: 251. (4) Reactant: [Cl:1][C:2]1[C:3]([N:18]2[CH2:23][CH2:22][CH2:21][C@@H:20]([NH:24]C(=O)OC(C)(C)C)[CH2:19]2)=[C:4]2[C:10]([NH:11][C:12](=[O:17])[CH2:13][CH:14]([CH3:16])[CH3:15])=[CH:9][NH:8][C:5]2=[N:6][CH:7]=1. Product: [ClH:1].[NH2:24][C@@H:20]1[CH2:21][CH2:22][CH2:23][N:18]([C:3]2[C:2]([Cl:1])=[CH:7][N:6]=[C:5]3[NH:8][CH:9]=[C:10]([NH:11][C:12](=[O:17])[CH2:13][CH:14]([CH3:15])[CH3:16])[C:4]=23)[CH2:19]1. The catalyst class is: 67. (5) Reactant: [CH3:1][C:2]1[CH:11]=[CH:10][CH:9]=[C:8]([N+:12]([O-])=O)[C:3]=1[C:4]([O:6][CH3:7])=[O:5]. Product: [NH2:12][C:8]1[CH:9]=[CH:10][CH:11]=[C:2]([CH3:1])[C:3]=1[C:4]([O:6][CH3:7])=[O:5]. The catalyst class is: 129. (6) Product: [O:34]1[CH2:39][CH2:38][CH2:37][CH2:36][CH:35]1[N:40]1[C:44]([C:45]2[CH:50]=[CH:49][C:48]([CH3:51])=[CH:47][CH:46]=2)=[CH:43][C:42]([C:52]([NH:1][C:2]2[N:6]([CH:7]3[CH2:12][CH2:11][CH2:10][CH2:9][O:8]3)[N:5]=[C:4]([C:13](=[O:14])[NH:15][C:16]3[CH:20]=[C:19]([C:21]4[CH:26]=[CH:25][C:24]([CH3:27])=[CH:23][CH:22]=4)[N:18]([CH:28]4[CH2:33][CH2:32][CH2:31][CH2:30][O:29]4)[N:17]=3)[CH:3]=2)=[O:53])=[N:41]1. The catalyst class is: 34. Reactant: [NH2:1][C:2]1[N:6]([CH:7]2[CH2:12][CH2:11][CH2:10][CH2:9][O:8]2)[N:5]=[C:4]([C:13]([NH:15][C:16]2[CH:20]=[C:19]([C:21]3[CH:26]=[CH:25][C:24]([CH3:27])=[CH:23][CH:22]=3)[N:18]([CH:28]3[CH2:33][CH2:32][CH2:31][CH2:30][O:29]3)[N:17]=2)=[O:14])[CH:3]=1.[O:34]1[CH2:39][CH2:38][CH2:37][CH2:36][CH:35]1[N:40]1[C:44]([C:45]2[CH:50]=[CH:49][C:48]([CH3:51])=[CH:47][CH:46]=2)=[CH:43][C:42]([C:52](O)=[O:53])=[N:41]1.[I-].ClC1C=CC=C[N+]=1C.CCN(C(C)C)C(C)C.